This data is from Full USPTO retrosynthesis dataset with 1.9M reactions from patents (1976-2016). The task is: Predict the reactants needed to synthesize the given product. Given the product [C:1]1([CH2:7][O:8][C:9]2[C:14]([C:34]3[CH2:35][CH2:36][CH2:37][C:33]=3[C:29]3[N:28]=[C:27]([C:25]([O:24][CH2:22][CH3:23])=[O:26])[CH:32]=[CH:31][CH:30]=3)=[CH:13][C:12]([C:18]([F:21])([F:20])[F:19])=[CH:11][N:10]=2)[CH:6]=[CH:5][CH:4]=[CH:3][CH:2]=1, predict the reactants needed to synthesize it. The reactants are: [C:1]1([CH2:7][O:8][C:9]2[C:14](B(O)O)=[CH:13][C:12]([C:18]([F:21])([F:20])[F:19])=[CH:11][N:10]=2)[CH:6]=[CH:5][CH:4]=[CH:3][CH:2]=1.[CH2:22]([O:24][C:25]([C:27]1[CH:32]=[CH:31][CH:30]=[C:29]([C:33]2[CH2:37][CH2:36][CH2:35][C:34]=2Br)[N:28]=1)=[O:26])[CH3:23].F[B-](F)(F)F.C([PH+](C(C)(C)C)C(C)(C)C)(C)(C)C.[F-].[K+].